Dataset: Catalyst prediction with 721,799 reactions and 888 catalyst types from USPTO. Task: Predict which catalyst facilitates the given reaction. (1) Reactant: [F:1][C:2]1[CH:3]=[C:4]([CH:35]=[CH:36][C:37]=1[F:38])[CH2:5][NH:6][C:7]([C:9]1[C:17]2[C:12](=[CH:13][C:14]([O:18][CH:19]([CH3:21])[CH3:20])=[CH:15][CH:16]=2)[N:11]([CH2:22][C:23]2[CH:28]=[CH:27][CH:26]=[CH:25][N:24]=2)[C:10]=1[CH2:29][N:30]1[CH2:34][CH2:33][CH2:32][CH2:31]1)=[O:8].[CH3:39][I:40]. Product: [I-:40].[F:1][C:2]1[CH:3]=[C:4]([CH:35]=[CH:36][C:37]=1[F:38])[CH2:5][NH:6][C:7]([C:9]1[C:17]2[C:12](=[CH:13][C:14]([O:18][CH:19]([CH3:21])[CH3:20])=[CH:15][CH:16]=2)[N:11]([CH2:22][C:23]2[CH:28]=[CH:27][CH:26]=[CH:25][N:24]=2)[C:10]=1[CH2:29][N+:30]1([CH3:39])[CH2:31][CH2:32][CH2:33][CH2:34]1)=[O:8]. The catalyst class is: 21. (2) Reactant: Cl[C:2]1[CH:7]=[C:6]([N:8]2[CH2:13][CH2:12][O:11][CH2:10][CH2:9]2)[N:5]2[N:14]=[C:15]([C:17]3[CH:21]=[C:20]([CH3:22])[O:19][N:18]=3)[CH:16]=[C:4]2[N:3]=1.O.[NH2:24][NH2:25]. Product: [CH3:22][C:20]1[O:19][N:18]=[C:17]([C:15]2[CH:16]=[C:4]3[N:3]=[C:2]([NH:24][NH2:25])[CH:7]=[C:6]([N:8]4[CH2:13][CH2:12][O:11][CH2:10][CH2:9]4)[N:5]3[N:14]=2)[CH:21]=1. The catalyst class is: 12. (3) Reactant: [OH:1][C@@H:2]1[CH2:10][C:9]2[C:4](=[CH:5][CH:6]=[CH:7][CH:8]=2)[C@@H:3]1[NH:11][C:12](=[O:16])[CH2:13][CH2:14][CH3:15].CO[C:19]([CH3:21])=[CH2:20].CS(O)(=O)=O. Product: [CH3:20][C:19]1([CH3:21])[N:11]([C:12](=[O:16])[CH2:13][CH2:14][CH3:15])[C@H:3]2[C:4]3[CH:5]=[CH:6][CH:7]=[CH:8][C:9]=3[CH2:10][C@H:2]2[O:1]1. The catalyst class is: 2. (4) The catalyst class is: 27. Reactant: [Cl:1][CH2:2][CH:3]=[N:4][OH:5].S(=O)(=O)(O)O.[CH2:11]=[C:12]([CH3:14])[CH3:13].C(=O)([O-])O.[Na+]. Product: [C:12]([O:5][N:4]=[CH:3][CH2:2][Cl:1])([CH3:14])([CH3:13])[CH3:11]. (5) Reactant: CN(C(ON1N=NC2C=CC=NC1=2)=[N+](C)C)C.F[P-](F)(F)(F)(F)F.[NH2:25][C:26]1[CH:34]=[CH:33][C:29]([C:30]([OH:32])=O)=[CH:28][C:27]=1[N+:35]([O-:37])=[O:36].C(N(CC)CC)C.[C:45]([C:49]1[CH:55]=[CH:54][C:52]([NH2:53])=[CH:51][CH:50]=1)([CH3:48])([CH3:47])[CH3:46]. Product: [NH2:25][C:26]1[CH:34]=[CH:33][C:29]([C:30]([NH:53][C:52]2[CH:54]=[CH:55][C:49]([C:45]([CH3:48])([CH3:47])[CH3:46])=[CH:50][CH:51]=2)=[O:32])=[CH:28][C:27]=1[N+:35]([O-:37])=[O:36]. The catalyst class is: 399. (6) Reactant: [CH:1]1([C:4]([N:6]2[CH2:11][CH:10]=[C:9]([C:12]3[NH:28][C:15]4=[N:16][CH:17]=[C:18]([NH:20]C(=O)OC(C)(C)C)[CH:19]=[C:14]4[CH:13]=3)[CH2:8][CH2:7]2)=[O:5])[CH2:3][CH2:2]1.Cl. Product: [NH2:20][C:18]1[CH:19]=[C:14]2[CH:13]=[C:12]([C:9]3[CH2:10][CH2:11][N:6]([C:4]([CH:1]4[CH2:2][CH2:3]4)=[O:5])[CH2:7][CH:8]=3)[NH:28][C:15]2=[N:16][CH:17]=1. The catalyst class is: 269. (7) Reactant: [CH2:1]([O:8][C:9]([NH:11][C@@H:12]1[C:15](=[O:16])[N:14](CC2C=CC(OC)=CC=2OC)[C@@H:13]1[CH2:28][N:29]1[N:33]=[C:32]2[CH2:34][N:35]([C:37]([O:39][C:40]([CH3:43])([CH3:42])[CH3:41])=[O:38])[CH2:36][C:31]2=[N:30]1)=[O:10])[C:2]1[CH:7]=[CH:6][CH:5]=[CH:4][CH:3]=1.S(OOS([O-])(=O)=O)([O-])(=O)=O.[K+].[K+].P([O-])([O-])([O-])=O.[K+].[K+].[K+]. Product: [CH2:1]([O:8][C:9]([NH:11][C@@H:12]1[C:15](=[O:16])[NH:14][C@@H:13]1[CH2:28][N:29]1[N:30]=[C:31]2[CH2:36][N:35]([C:37]([O:39][C:40]([CH3:43])([CH3:42])[CH3:41])=[O:38])[CH2:34][C:32]2=[N:33]1)=[O:10])[C:2]1[CH:3]=[CH:4][CH:5]=[CH:6][CH:7]=1. The catalyst class is: 47.